This data is from Catalyst prediction with 721,799 reactions and 888 catalyst types from USPTO. The task is: Predict which catalyst facilitates the given reaction. (1) Reactant: [H-].[Na+].[CH2:3]([O:10][C:11]1[CH:16]=[CH:15][C:14]([N:17]2[C:21]3=[N:22][CH:23]=[CH:24][CH:25]=[C:20]3[NH:19][C:18]2=[O:26])=[CH:13][CH:12]=1)[C:4]1[CH:9]=[CH:8][CH:7]=[CH:6][CH:5]=1.I[CH2:28][CH2:29][CH3:30].[Cl-].[Cl-].[Ca+2]. Product: [CH2:3]([O:10][C:11]1[CH:12]=[CH:13][C:14]([N:17]2[C:21]3=[N:22][CH:23]=[CH:24][CH:25]=[C:20]3[N:19]([CH2:28][CH2:29][CH3:30])[C:18]2=[O:26])=[CH:15][CH:16]=1)[C:4]1[CH:9]=[CH:8][CH:7]=[CH:6][CH:5]=1. The catalyst class is: 121. (2) Reactant: [F:1][CH:2]([F:17])[CH2:3][CH2:4][NH:5][C:6]1[C:14]([F:15])=[CH:13][C:12]([F:16])=[CH:11][C:7]=1[C:8]([OH:10])=O.[CH3:18][C:19]([NH2:23])([C:21]#[CH:22])[CH3:20].C1C=CC2N(O)N=NC=2C=1.CCN=C=NCCCN(C)C.CCN(C(C)C)C(C)C. Product: [F:17][CH:2]([F:1])[CH2:3][CH2:4][NH:5][C:6]1[C:14]([F:15])=[CH:13][C:12]([F:16])=[CH:11][C:7]=1[C:8]([NH:23][C:19]([CH3:20])([C:21]#[CH:22])[CH3:18])=[O:10]. The catalyst class is: 2.